Dataset: Catalyst prediction with 721,799 reactions and 888 catalyst types from USPTO. Task: Predict which catalyst facilitates the given reaction. Reactant: [CH3:1][N:2]1[C:6]([C:7]2[CH:12]=[CH:11][C:10]([NH2:13])=[CH:9][CH:8]=2)=[CH:5][C:4]([C:14]([F:17])([F:16])[F:15])=[N:3]1.[F:18][C:19]1[CH:27]=[C:26]([F:28])[CH:25]=[C:24]([F:29])[C:20]=1[C:21](Cl)=[O:22].CCN(C(C)C)C(C)C.C([O-])(O)=O.[Na+].C(Cl)Cl. Product: [F:18][C:19]1[CH:27]=[C:26]([F:28])[CH:25]=[C:24]([F:29])[C:20]=1[C:21]([NH:13][C:10]1[CH:9]=[CH:8][C:7]([C:6]2[N:2]([CH3:1])[N:3]=[C:4]([C:14]([F:15])([F:16])[F:17])[CH:5]=2)=[CH:12][CH:11]=1)=[O:22]. The catalyst class is: 2.